Dataset: Reaction yield outcomes from USPTO patents with 853,638 reactions. Task: Predict the reaction yield, written as a fraction of the theoretical maximum amount of product (1.0 means a 100% yield; for example, 0.34 means a 34% yield). (1) The reactants are Cl[C:2]1(Cl)[C:5](=[O:6])[CH2:4][CH:3]1[CH2:7][CH2:8][C:9]([O:11][CH2:12][CH3:13])=[O:10].[Cl-].[NH4+].CO. The catalyst is CCOCC.[Zn]. The product is [O:6]=[C:5]1[CH2:2][CH:3]([CH2:7][CH2:8][C:9]([O:11][CH2:12][CH3:13])=[O:10])[CH2:4]1. The yield is 0.600. (2) The reactants are [Br:1][C:2]1[CH:7]=[CH:6][C:5]([CH2:8][CH:9]([NH:14][C:15]([O:17][C:18]([CH3:21])([CH3:20])[CH3:19])=[O:16])[C:10](OC)=[O:11])=[CH:4][CH:3]=1.[Li]Cl.O.[BH4-].[Na+]. The catalyst is C(O)C.C1COCC1. The product is [C:18]([O:17][C:15](=[O:16])[NH:14][CH:9]([CH2:10][OH:11])[CH2:8][C:5]1[CH:4]=[CH:3][C:2]([Br:1])=[CH:7][CH:6]=1)([CH3:19])([CH3:21])[CH3:20]. The yield is 0.940. (3) The reactants are [CH2:1]([O:3][C:4]([C:6]1[CH:7]=[N:8][N:9]([C:11]2[N:15]([CH2:16][O:17][CH2:18][CH2:19][O:20][CH3:21])[C:14]3[CH:22]=[C:23]([S:30][CH2:31][CH3:32])[C:24]([C:26]([F:29])([F:28])[F:27])=[CH:25][C:13]=3[N:12]=2)[CH:10]=1)=[O:5])[CH3:2].CO.[OH:35][O:36][S:37]([O-:39])=O.[K+].S([O-])(O[O-])(=O)=O.[K+].[K+].[CH3:49][CH2:50]OC(C)=O. The catalyst is O. The product is [CH2:1]([O:3][C:4]([C:6]1[CH:7]=[N:8][N:9]([C:11]2[N:15]([CH2:16][O:17][CH2:18][CH2:19][O:20][CH3:21])[C:14]3[CH:22]=[C:23]([S:30]([CH2:31][CH3:32])=[O:35])[C:24]([C:26]([F:29])([F:27])[F:28])=[CH:25][C:13]=3[N:12]=2)[CH:10]=1)=[O:5])[CH3:2].[CH2:1]([O:3][C:4]([C:6]1[CH:7]=[N:8][N:9]([C:11]2[N:15]([CH2:16][O:17][CH2:18][CH2:19][O:20][CH3:21])[C:14]3[CH:22]=[C:23]([S:37]([CH2:49][CH3:50])(=[O:39])=[O:36])[C:24]([C:26]([F:28])([F:29])[F:27])=[CH:25][C:13]=3[N:12]=2)[CH:10]=1)=[O:5])[CH3:2]. The yield is 0.450. (4) The reactants are [NH2:1][C@@H:2]([CH2:33][C:34]1[CH:39]=[CH:38][CH:37]=[CH:36][CH:35]=1)[C@@H:3]([OH:32])[CH2:4][C@@H:5]([NH:19][C:20]([C@@H:22]([NH:27][C:28](=[O:31])[O:29][CH3:30])[C:23]([CH3:26])([CH3:25])[CH3:24])=[O:21])[CH2:6][C:7]1[CH:12]=[CH:11][C:10]([C:13]2[CH:18]=[CH:17][CH:16]=[CH:15][N:14]=2)=[CH:9][CH:8]=1.[N:40]([C@@H:43]([C@H:47]1[CH2:51][CH2:50][O:49][CH2:48]1)[C:44](O)=[O:45])=[N+:41]=[N-:42].CCOP(ON1N=NC2C=CC=CC=2C1=O)(OCC)=O.C(N(CC)C(C)C)(C)C. The catalyst is O1CCCC1. The product is [N:40]([C@@H:43]([C@H:47]1[CH2:51][CH2:50][O:49][CH2:48]1)[C:44]([NH:1][C@@H:2]([CH2:33][C:34]1[CH:35]=[CH:36][CH:37]=[CH:38][CH:39]=1)[C@@H:3]([OH:32])[CH2:4][C@@H:5]([NH:19][C:20](=[O:21])[C@H:22]([C:23]([CH3:26])([CH3:25])[CH3:24])[NH:27][C:28]([O:29][CH3:30])=[O:31])[CH2:6][C:7]1[CH:12]=[CH:11][C:10]([C:13]2[CH:18]=[CH:17][CH:16]=[CH:15][N:14]=2)=[CH:9][CH:8]=1)=[O:45])=[N+:41]=[N-:42]. The yield is 0.640. (5) The reactants are [ClH:1].[Cl:2][C:3]1[CH:4]=[C:5]2[C:10](=[CH:11][CH:12]=1)[CH:9]=[C:8]([S:13]([CH2:16][CH:17]([NH:36]C(=O)OC(C)(C)C)[C:18]([N:20]1[CH2:25][CH2:24][CH:23]([N:26]3[CH2:30][C:29]4=[CH:31][N:32]=[C:33]([CH3:34])[N:28]4[C:27]3=[O:35])[CH2:22][CH2:21]1)=[O:19])(=[O:15])=[O:14])[CH:7]=[CH:6]2. The catalyst is C(O)C. The product is [ClH:2].[ClH:1].[NH2:36][CH:17]([CH2:16][S:13]([C:8]1[CH:7]=[CH:6][C:5]2[C:10](=[CH:11][CH:12]=[C:3]([Cl:2])[CH:4]=2)[CH:9]=1)(=[O:14])=[O:15])[C:18]([N:20]1[CH2:21][CH2:22][CH:23]([N:26]2[CH2:30][C:29]3=[CH:31][N:32]=[C:33]([CH3:34])[N:28]3[C:27]2=[O:35])[CH2:24][CH2:25]1)=[O:19]. The yield is 0.900. (6) The reactants are Br[CH2:2][C:3]1[O:4][C:5]2[CH:11]=[CH:10][CH:9]=[CH:8][C:6]=2[N:7]=1.[Na+].[C:13]1([S:19]([O-:21])=[O:20])[CH:18]=[CH:17][CH:16]=[CH:15][CH:14]=1.C1OCCOCCOCCOCCOCCOC1. The catalyst is CC#N. The product is [C:13]1([S:19]([CH2:2][C:3]2[O:4][C:5]3[CH:11]=[CH:10][CH:9]=[CH:8][C:6]=3[N:7]=2)(=[O:21])=[O:20])[CH:18]=[CH:17][CH:16]=[CH:15][CH:14]=1. The yield is 0.700. (7) The yield is 0.630. The catalyst is CN(C=O)C. The reactants are [NH:1]1[CH:5]=[CH:4][N:3]=[C:2]1[C@H:6]1[C@H:15]2[CH2:16][CH2:17][N:18]([C:19]([C@H:21]3[CH2:26][CH2:25][CH2:24][CH2:23][C@H:22]3[NH:27][C:28](=[O:35])[C:29]3[CH:34]=[CH:33][CH:32]=[CH:31][CH:30]=3)=[O:20])[C@H:14]2[C:13]2[CH:12]=[CH:11][CH:10]=[CH:9][C:8]=2[NH:7]1.[H-].[Na+].[CH3:38]I.O. The product is [CH3:38][N:1]1[CH:5]=[CH:4][N:3]=[C:2]1[C@H:6]1[C@H:15]2[CH2:16][CH2:17][N:18]([C:19]([C@H:21]3[CH2:26][CH2:25][CH2:24][CH2:23][C@H:22]3[NH:27][C:28](=[O:35])[C:29]3[CH:30]=[CH:31][CH:32]=[CH:33][CH:34]=3)=[O:20])[C@H:14]2[C:13]2[CH:12]=[CH:11][CH:10]=[CH:9][C:8]=2[NH:7]1.